Dataset: Full USPTO retrosynthesis dataset with 1.9M reactions from patents (1976-2016). Task: Predict the reactants needed to synthesize the given product. (1) Given the product [CH2:15]([N:17]([CH3:18])[C:12]([C:4]1[CH:3]=[C:2]([OH:1])[C:11]2[C:6](=[CH:7][CH:8]=[CH:9][CH:10]=2)[N:5]=1)=[O:14])[CH3:16], predict the reactants needed to synthesize it. The reactants are: [OH:1][C:2]1[C:11]2[C:6](=[CH:7][CH:8]=[CH:9][CH:10]=2)[N:5]=[C:4]([C:12]([OH:14])=O)[CH:3]=1.[CH2:15]([NH:17][CH3:18])[CH3:16].CCN=C=NCCCN(C)C.Cl.C1C=CC2N(O)N=NC=2C=1.O.C(=O)([O-])O.[Na+]. (2) Given the product [CH3:14][C:12]1[C:11]([C:15]([F:17])([F:18])[F:16])=[CH:10][C:9]2[NH:19][C:20](=[O:35])[CH2:21][C:22]([C:23]3[CH:28]=[CH:27][CH:26]=[C:25]([N:29]4[CH:33]=[CH:32][CH:31]=[N:30]4)[CH:24]=3)=[N:7][C:8]=2[CH:13]=1, predict the reactants needed to synthesize it. The reactants are: C(OC(=O)[NH:7][C:8]1[CH:13]=[C:12]([CH3:14])[C:11]([C:15]([F:18])([F:17])[F:16])=[CH:10][C:9]=1[NH:19][C:20](=[O:35])[CH2:21][C:22](=O)[C:23]1[CH:28]=[CH:27][CH:26]=[C:25]([N:29]2[CH:33]=[CH:32][CH:31]=[N:30]2)[CH:24]=1)(C)(C)C.C(O)(C(F)(F)F)=O. (3) Given the product [CH:36]1([CH2:35][N:19]2[C:18](=[O:39])[C:17]3([CH2:16][CH2:15][N:14]([C:10]4[CH:9]=[C:8]([CH2:7][C:6]([OH:42])=[O:5])[CH:13]=[CH:12][CH:11]=4)[CH2:41][CH2:40]3)[N:21]([CH2:22][C:23]3[CH:24]=[CH:25][C:26]([O:29][C:30]([F:33])([F:32])[F:31])=[CH:27][CH:28]=3)[C:20]2=[O:34])[CH2:38][CH2:37]1.[C:43]([OH:49])([C:45]([F:48])([F:47])[F:46])=[O:44], predict the reactants needed to synthesize it. The reactants are: C([O:5][C:6](=[O:42])[CH2:7][C:8]1[CH:13]=[CH:12][CH:11]=[C:10]([N:14]2[CH2:41][CH2:40][C:17]3([N:21]([CH2:22][C:23]4[CH:28]=[CH:27][C:26]([O:29][C:30]([F:33])([F:32])[F:31])=[CH:25][CH:24]=4)[C:20](=[O:34])[N:19]([CH2:35][CH:36]4[CH2:38][CH2:37]4)[C:18]3=[O:39])[CH2:16][CH2:15]2)[CH:9]=1)(C)(C)C.[C:43]([OH:49])([C:45]([F:48])([F:47])[F:46])=[O:44]. (4) The reactants are: [Br:1][C:2]1[C:3]2[O:21][CH2:20][CH2:19][C:18](=[CH:22][C:23]#[N:24])[C:4]=2[CH:5]=[C:6]2[C:10]=1[N:9]([C:11]1[CH:16]=[CH:15][C:14]([F:17])=[CH:13][CH:12]=1)[N:8]=[CH:7]2.[O:25]1CCOC[CH2:26]1.II.[CH3:33][OH:34]. Given the product [C:7](#[N:8])[CH3:6].[Br:1][C:2]1[C:3]2[O:21][CH2:20][CH2:19][C:18]([O:34][CH3:33])([O:25][CH3:26])[CH:22]([C:23]#[N:24])[C:4]=2[CH:5]=[C:6]2[C:10]=1[N:9]([C:11]1[CH:16]=[CH:15][C:14]([F:17])=[CH:13][CH:12]=1)[N:8]=[CH:7]2, predict the reactants needed to synthesize it. (5) Given the product [CH3:1][O:2][C:3]1[CH:17]=[CH:16][C:6]2[O:7][C:8]([CH3:15])([CH3:14])[C:9](=[O:10])[NH:18][C:5]=2[CH:4]=1, predict the reactants needed to synthesize it. The reactants are: [CH3:1][O:2][C:3]1[CH:17]=[CH:16][C:6]([O:7][C:8]([CH3:15])([CH3:14])[C:9](OCC)=[O:10])=[C:5]([N+:18]([O-])=O)[CH:4]=1. (6) Given the product [NH2:7][C:8]1[CH:13]=[CH:12][CH:11]=[CH:10][C:9]=1[NH:14][C:15]([C:17]1[S:21][C:20]2[CH:22]=[CH:23][C:24]([O:26][CH2:27][CH2:28][N:29]([CH:33]([CH3:35])[CH3:34])[CH:30]([CH3:31])[CH3:32])=[CH:25][C:19]=2[CH:18]=1)=[O:16], predict the reactants needed to synthesize it. The reactants are: C(OC(=O)[NH:7][C:8]1[CH:13]=[CH:12][CH:11]=[CH:10][C:9]=1[NH:14][C:15]([C:17]1[S:21][C:20]2[CH:22]=[CH:23][C:24]([O:26][CH2:27][CH2:28][N:29]([CH:33]([CH3:35])[CH3:34])[CH:30]([CH3:32])[CH3:31])=[CH:25][C:19]=2[CH:18]=1)=[O:16])(C)(C)C.NC1C=CC=CC=1NC(C1SC2C=CC(OCCN(C)C)=CC=2C=1)=O. (7) Given the product [C:38]([O:37][C:36](=[O:42])[NH:35][CH2:34][CH2:33][CH2:32][NH:5][CH:6]([C:10]1[N:22]([CH2:23][C:24]2[CH:29]=[CH:28][CH:27]=[CH:26][CH:25]=2)[C:21](=[O:30])[C:20]2[S:19][C:18]3[N:17]=[CH:16][CH:15]=[CH:14][C:13]=3[C:12]=2[N:11]=1)[CH:7]([CH3:8])[CH3:9])([CH3:41])([CH3:40])[CH3:39], predict the reactants needed to synthesize it. The reactants are: CC(O)=O.[NH2:5][CH:6]([C:10]1[N:22]([CH2:23][C:24]2[CH:29]=[CH:28][CH:27]=[CH:26][CH:25]=2)[C:21](=[O:30])[C:20]2[S:19][C:18]3[N:17]=[CH:16][CH:15]=[CH:14][C:13]=3[C:12]=2[N:11]=1)[CH:7]([CH3:9])[CH3:8].O=[CH:32][CH2:33][CH2:34][NH:35][C:36](=[O:42])[O:37][C:38]([CH3:41])([CH3:40])[CH3:39].[BH4-].[Na+].